From a dataset of Retrosynthesis with 50K atom-mapped reactions and 10 reaction types from USPTO. Predict the reactants needed to synthesize the given product. (1) Given the product CC(=O)OCC(=O)[C@@]12CN(CCC(C)(C)C)C[C@@H]1C[C@H]1[C@@H]3C[C@H](F)C4=CC(=O)C=C[C@]4(C)[C@@]3(F)[C@@H](O)C[C@@]12C, predict the reactants needed to synthesize it. The reactants are: CC(=O)OCC(=O)[C@@]12CNC[C@@H]1C[C@H]1[C@@H]3C[C@H](F)C4=CC(=O)C=C[C@]4(C)[C@@]3(F)[C@@H](O)C[C@@]12C.CC(C)(C)CC=O. (2) Given the product CN(CC(Cc1ccc(Cl)c(F)c1)C(=O)NNc1cc(-c2ccnc(Nc3ccnn3C)n2)cc(F)n1)C(=O)OC(C)(C)C, predict the reactants needed to synthesize it. The reactants are: CN(CC(Cc1ccc(Cl)c(F)c1)C(=O)O)C(=O)OC(C)(C)C.Cn1nccc1Nc1nccc(-c2cc(F)nc(NN)c2)n1. (3) Given the product CCCC(C(=O)OC)c1c(C)nc(N2CCOCC2)nc1-c1ccc(C)cc1, predict the reactants needed to synthesize it. The reactants are: C1COCCN1.CCCC(C(=O)OC)c1c(C)nc(Cl)nc1-c1ccc(C)cc1.